From a dataset of Reaction yield outcomes from USPTO patents with 853,638 reactions. Predict the reaction yield, written as a fraction of the theoretical maximum amount of product (1.0 means a 100% yield; for example, 0.34 means a 34% yield). (1) The reactants are [CH2:1]([O:3][C:4]([C:6]1[CH:7]=[N:8][C:9]2[C:14]([C:15]=1Cl)=[CH:13][C:12]([Cl:17])=[CH:11][C:10]=2[O:18][CH3:19])=[O:5])[CH3:2].[CH:20]1([NH2:25])[CH2:24][CH2:23][CH2:22][CH2:21]1. The yield is 1.00. The product is [CH2:1]([O:3][C:4]([C:6]1[CH:7]=[N:8][C:9]2[C:14]([C:15]=1[NH:25][CH:20]1[CH2:24][CH2:23][CH2:22][CH2:21]1)=[CH:13][C:12]([Cl:17])=[CH:11][C:10]=2[O:18][CH3:19])=[O:5])[CH3:2]. No catalyst specified. (2) The reactants are [NH:1]1[CH2:6][CH2:5][CH:4]([CH2:7][OH:8])[CH2:3][CH2:2]1.Cl[CH2:10][CH2:11][CH2:12][O:13][C:14]1[CH:23]=[C:22]2[C:17]([C:18]([NH:24][C:25]3[NH:29][N:28]=[C:27]([CH2:30][C:31]([NH:33][C:34]4[CH:39]=[CH:38][CH:37]=[C:36]([F:40])[CH:35]=4)=[O:32])[CH:26]=3)=[N:19][CH:20]=[N:21]2)=[CH:16][C:15]=1[O:41][CH3:42]. The catalyst is CC(N(C)C)=O. The product is [F:40][C:36]1[CH:35]=[C:34]([NH:33][C:31](=[O:32])[CH2:30][C:27]2[NH:28][N:29]=[C:25]([NH:24][C:18]3[C:17]4[C:22](=[CH:23][C:14]([O:13][CH2:12][CH2:11][CH2:10][N:1]5[CH2:6][CH2:5][CH:4]([CH2:7][OH:8])[CH2:3][CH2:2]5)=[C:15]([O:41][CH3:42])[CH:16]=4)[N:21]=[CH:20][N:19]=3)[CH:26]=2)[CH:39]=[CH:38][CH:37]=1. The yield is 0.570. (3) The reactants are [F:1][CH:2]([F:14])[O:3][C:4]1[CH:13]=[C:12]2[C:7]([CH:8]=[CH:9][CH:10]=[N:11]2)=[CH:6][CH:5]=1.[BH3-]C#N.[Na+].B(F)(F)F.CCOCC.O. The catalyst is CO. The product is [F:14][CH:2]([F:1])[O:3][C:4]1[CH:13]=[C:12]2[C:7]([CH2:8][CH2:9][CH2:10][NH:11]2)=[CH:6][CH:5]=1. The yield is 0.440. (4) The reactants are [Cl:1][C:2]1[N:10]=[C:9]2[C:5]([N:6]=[C:7](I)[N:8]2[CH3:11])=[C:4]([N:13]2[CH2:18][CH2:17][O:16][CH2:15][C@@H:14]2[CH3:19])[N:3]=1.[CH:20]1(B(O)O)[CH2:22][CH2:21]1.P([O-])([O-])([O-])=O.[K+].[K+].[K+].ClCCl. The catalyst is C1C=CC(P(C2C=CC=CC=2)[C-]2C=CC=C2)=CC=1.C1C=CC(P(C2C=CC=CC=2)[C-]2C=CC=C2)=CC=1.Cl[Pd]Cl.[Fe+2].O1CCOCC1. The product is [Cl:1][C:2]1[N:10]=[C:9]2[C:5]([N:6]=[C:7]([CH:20]3[CH2:22][CH2:21]3)[N:8]2[CH3:11])=[C:4]([N:13]2[CH2:18][CH2:17][O:16][CH2:15][C@@H:14]2[CH3:19])[N:3]=1. The yield is 0.710. (5) The reactants are [OH:1][C:2]1[C:9]([N+:10]([O-:12])=[O:11])=[CH:8][C:5]([C:6]#[N:7])=[CH:4][C:3]=1I.[F:14][C:15]1[CH:20]=[CH:19][CH:18]=[CH:17][C:16]=1B(O)O.C(=O)([O-])[O-].[K+].[K+]. The catalyst is CC(C)=O.O.C([O-])(=O)C.[Pd+2].C([O-])(=O)C. The product is [F:14][C:15]1[CH:20]=[CH:19][CH:18]=[CH:17][C:16]=1[C:3]1[C:2]([OH:1])=[C:9]([N+:10]([O-:12])=[O:11])[CH:8]=[C:5]([C:6]#[N:7])[CH:4]=1. The yield is 0.860.